From a dataset of Reaction yield outcomes from USPTO patents with 853,638 reactions. Predict the reaction yield, written as a fraction of the theoretical maximum amount of product (1.0 means a 100% yield; for example, 0.34 means a 34% yield). (1) The reactants are [CH3:1][O:2][C:3](=[O:12])[C:4]1[CH:9]=[CH:8][C:7]([CH2:10]Br)=[CH:6][CH:5]=1.[I-].[K+].[CH:15]([OH:17])=[O:16]. The catalyst is C1CC=CCCC=C1.C1CC=CCCC=C1.[Cl-].[Cl-].[Rh].[Rh]. The product is [CH3:1][O:2][C:3](=[O:12])[C:4]1[CH:9]=[CH:8][C:7]([CH2:10][C:15]([OH:17])=[O:16])=[CH:6][CH:5]=1. The yield is 0.250. (2) The yield is 0.470. The product is [CH:30]1([CH2:29][N:22]2[CH2:21][C@@H:20]([CH3:25])[N:16]3[C:17]4[CH:18]=[CH:19][C:11]([O:10][CH:7]5[CH2:8][CH2:9][N:4]([CH:1]([CH3:3])[CH3:2])[CH2:5][CH2:6]5)=[CH:12][C:13]=4[CH:14]=[C:15]3[C:23]2=[O:24])[CH2:32][CH2:31]1. No catalyst specified. The reactants are [CH:1]([N:4]1[CH2:9][CH2:8][CH:7]([O:10][C:11]2[CH:19]=[CH:18][C:17]3[N:16]4[C@H:20]([CH3:25])[CH2:21][NH:22][C:23](=[O:24])[C:15]4=[CH:14][C:13]=3[CH:12]=2)[CH2:6][CH2:5]1)([CH3:3])[CH3:2].[H-].[Na+].Br[CH2:29][CH:30]1[CH2:32][CH2:31]1. (3) The reactants are [Cl:1][C:2]1(C2C=CC=C(C(=O)NC)C=2)[CH:7]=[CH:6][C:5]([N:8]([C:12]2[CH:17]=[CH:16][CH:15]=[CH:14][C:13]=2[C:18]([F:21])([F:20])[F:19])[C:9](=[O:11])[NH2:10])=[C:4](NC(O)=O)[CH2:3]1.[CH3:36][NH:37][C:38]([C:40]1[CH:41]=[C:42]([CH:44]=[CH:45][CH:46]=1)[NH2:43])=[O:39].C1C=CC2N(O)N=NC=2C=1.CN1CC[O:61][CH2:60]C1.CCN=C=NCCCN(C)C.Cl. The catalyst is CN(C=O)C.O. The product is [Cl:1][C:2]1([C:60](=[O:61])[NH:43][C:42]2[CH:44]=[CH:45][CH:46]=[C:40]([C:38](=[O:39])[NH:37][CH3:36])[CH:41]=2)[CH:7]=[CH:6][C:5]([N:8]([C:12]2[CH:17]=[CH:16][CH:15]=[CH:14][C:13]=2[C:18]([F:19])([F:21])[F:20])[C:9](=[O:11])[NH2:10])=[CH:4][CH2:3]1. The yield is 0.410. (4) The reactants are [NH2:1][CH2:2][CH2:3][CH2:4][CH2:5][CH2:6][C:7]([OH:9])=[O:8].C(=O)([O-])[O-].[Na+].[Na+].C(N1[C:25](=[O:26])[C:24]2=[CH:27][CH:28]=[CH:29][CH:30]=[C:23]2[C:22]1=[O:31])(OCC)=O. The catalyst is O. The product is [C:22]1(=[O:31])[N:1]([CH2:2][CH2:3][CH2:4][CH2:5][CH2:6][C:7]([OH:9])=[O:8])[C:25](=[O:26])[C:24]2=[CH:27][CH:28]=[CH:29][CH:30]=[C:23]12. The yield is 0.800. (5) The reactants are [P].[Br:2][C:3]1[CH:4]=[C:5]([CH:26]=[CH:27][CH:28]=1)[C:6]([NH:8][CH2:9][C:10]([C:13]1[CH:14]=[C:15]([O:24][CH3:25])[C:16]2[O:20][C:19]([CH3:22])([CH3:21])[CH2:18][C:17]=2[CH:23]=1)([CH3:12])[CH3:11])=O.[OH-].[Na+]. The catalyst is C1(C)C=CC=CC=1. The product is [Br:2][C:3]1[CH:4]=[C:5]([C:6]2[C:23]3[C:13](=[CH:14][C:15]([O:24][CH3:25])=[C:16]4[O:20][C:19]([CH3:22])([CH3:21])[CH2:18][C:17]4=3)[C:10]([CH3:12])([CH3:11])[CH2:9][N:8]=2)[CH:26]=[CH:27][CH:28]=1. The yield is 0.600. (6) The reactants are [F:1][C:2]1[CH:10]=[C:9]2[C:5]([CH2:6][CH2:7][NH:8]2)=[CH:4][C:3]=1[C:11]#[C:12][CH2:13][CH2:14][CH2:15][OH:16].C(N(C(C)C)C(C)C)C.Cl[C:27]([O:29][C:30]1[CH:35]=[CH:34][C:33]([Cl:36])=[CH:32][CH:31]=1)=[O:28].O. The catalyst is C(Cl)Cl. The product is [Cl:36][C:33]1[CH:34]=[CH:35][C:30]([O:29][C:27]([N:8]2[C:9]3[C:5](=[CH:4][C:3]([C:11]#[C:12][CH2:13][CH2:14][CH2:15][OH:16])=[C:2]([F:1])[CH:10]=3)[CH2:6][CH2:7]2)=[O:28])=[CH:31][CH:32]=1. The yield is 0.740. (7) The reactants are [Cl:1][C:2]1[CH:7]=[C:6]([CH3:8])[C:5]([N+:9]([O-:11])=[O:10])=[CH:4][C:3]=1[N+:12]([O-:14])=[O:13].C[C:16]([N:18]([CH3:20])[CH3:19])=O.O. The catalyst is CN(C=O)C. The product is [Cl:1][C:2]1[C:3]([N+:12]([O-:14])=[O:13])=[CH:4][C:5]([N+:9]([O-:11])=[O:10])=[C:6](/[CH:8]=[CH:16]/[N:18]([CH3:20])[CH3:19])[CH:7]=1. The yield is 0.720.